This data is from Catalyst prediction with 721,799 reactions and 888 catalyst types from USPTO. The task is: Predict which catalyst facilitates the given reaction. (1) Reactant: [CH:1]1[CH:6]=[CH:5][C:4]([C:7](C2C=CC(O)=CC=2)(C2C=CC(O)=CC=2)[C:8]2[CH:13]=[CH:12][CH:11]=[CH:10][CH:9]=2)=[CH:3][CH:2]=1.[C:28]1(P([C:28]2[CH:33]=[CH:32][CH:31]=[CH:30][CH:29]=2)[C:28]2[CH:33]=[CH:32][CH:31]=[CH:30][CH:29]=2)[CH:33]=[CH:32][CH:31]=[CH:30][CH:29]=1.[C:47]([O:51][CH2:52][CH2:53][OH:54])(=[O:50])[CH:48]=[CH2:49].N(C([O:64][CH2:65][CH3:66])=O)=NC(OCC)=O. Product: [C:47]([O:51][CH2:52][C:53]([CH:7]([C:4]1[CH:5]=[CH:6][CH:1]=[CH:2][CH:3]=1)[C:8]1[CH:13]=[CH:12][CH:11]=[CH:10][CH:9]=1)([O:64][C:65]1[CH:66]=[CH:3][CH:2]=[CH:1][CH:6]=1)[O:54][C:28]1[CH:33]=[CH:32][CH:31]=[CH:30][CH:29]=1)(=[O:50])[CH:48]=[CH2:49]. The catalyst class is: 1. (2) Reactant: [C:1]([C:5]1[CH:32]=[CH:31][C:8]([CH2:9][N:10]([CH2:22][CH2:23][C:24]2[CH:29]=[CH:28][C:27]([F:30])=[CH:26][CH:25]=2)[C:11]([C:13]2[CH:14]=[CH:15][CH:16]=[C:17]3[C:21]=2[NH:20][CH:19]=[CH:18]3)=[O:12])=[C:7]([OH:33])[CH:6]=1)([CH3:4])([CH3:3])[CH3:2].CI.[C:36](=O)([O-])[O-].[K+].[K+]. Product: [C:1]([C:5]1[CH:32]=[CH:31][C:8]([CH2:9][N:10]([CH2:22][CH2:23][C:24]2[CH:25]=[CH:26][C:27]([F:30])=[CH:28][CH:29]=2)[C:11]([C:13]2[CH:14]=[CH:15][CH:16]=[C:17]3[C:21]=2[NH:20][CH:19]=[CH:18]3)=[O:12])=[C:7]([O:33][CH3:36])[CH:6]=1)([CH3:4])([CH3:2])[CH3:3]. The catalyst class is: 10. (3) Product: [CH3:32][N:5]([C:6]1[CH:7]=[C:8]([NH:12]/[C:13](=[C:20]2\[C:21](=[O:29])[NH:22][C:23]3[C:28]\2=[CH:27][CH:26]=[CH:25][CH:24]=3)/[C:14]2[CH:19]=[CH:18][CH:17]=[CH:16][CH:15]=2)[CH:9]=[CH:10][CH:11]=1)[S:2]([CH3:1])(=[O:3])=[O:4]. Reactant: [CH3:1][S:2]([NH:5][C:6]1[CH:7]=[C:8]([NH:12]/[C:13](=[C:20]2\[C:21](=[O:29])[NH:22][C:23]3[C:28]\2=[CH:27][CH:26]=[CH:25][CH:24]=3)/[C:14]2[CH:19]=[CH:18][CH:17]=[CH:16][CH:15]=2)[CH:9]=[CH:10][CH:11]=1)(=[O:4])=[O:3].CI.[C:32](=O)([O-])[O-].[K+].[K+]. The catalyst class is: 21. (4) Reactant: C([N:8]1[CH2:13][CH2:12][N:11]([N:14]2[CH2:19][CH2:18][CH2:17][NH:16][C:15]2=[O:20])[CH2:10][CH2:9]1)C1C=CC=CC=1. Product: [N:11]1([N:14]2[CH2:19][CH2:18][CH2:17][NH:16][C:15]2=[O:20])[CH2:10][CH2:9][NH:8][CH2:13][CH2:12]1. The catalyst class is: 723. (5) Reactant: Br[C:2]1[N:7]=[C:6]([NH:8][C:9]([C:11]2[CH:33]=[CH:32][C:14]([O:15][C:16]3[CH:25]=[C:24]4[C:19]([CH:20]([C:26]([O:28][CH2:29][CH3:30])=[O:27])[CH2:21][CH2:22][O:23]4)=[CH:18][C:17]=3[Cl:31])=[CH:13][CH:12]=2)=[O:10])[CH:5]=[CH:4][CH:3]=1.[Br-].[C:35]([Zn+])([CH3:38])([CH3:37])[CH3:36]. Product: [C:35]([C:2]1[N:7]=[C:6]([NH:8][C:9]([C:11]2[CH:12]=[CH:13][C:14]([O:15][C:16]3[CH:25]=[C:24]4[C:19]([CH:20]([C:26]([O:28][CH2:29][CH3:30])=[O:27])[CH2:21][CH2:22][O:23]4)=[CH:18][C:17]=3[Cl:31])=[CH:32][CH:33]=2)=[O:10])[CH:5]=[CH:4][CH:3]=1)([CH3:38])([CH3:37])[CH3:36]. The catalyst class is: 110. (6) Reactant: Cl[C:2]1[C:3]2[N:4]([N:8]=[N:9][N:10]=2)[CH:5]=[CH:6][N:7]=1.C(N(CC)CC)C.Cl.[NH:19]1[CH2:22][CH:21]([N:23]([CH3:31])[C:24](=[O:30])[O:25][C:26]([CH3:29])([CH3:28])[CH3:27])[CH2:20]1. Product: [CH3:31][N:23]([CH:21]1[CH2:20][N:19]([C:2]2[C:3]3[N:4]([N:8]=[N:9][N:10]=3)[CH:5]=[CH:6][N:7]=2)[CH2:22]1)[C:24](=[O:30])[O:25][C:26]([CH3:29])([CH3:27])[CH3:28]. The catalyst class is: 8. (7) Reactant: [CH3:1][O:2][C:3](=[O:16])[C:4]1[CH:9]=[CH:8][C:7]([C:10](=[O:12])[CH3:11])=[CH:6][C:5]=1[N+:13]([O-:15])=[O:14].[BH4-].[Na+].O. Product: [CH3:1][O:2][C:3](=[O:16])[C:4]1[CH:9]=[CH:8][C:7]([CH:10]([OH:12])[CH3:11])=[CH:6][C:5]=1[N+:13]([O-:15])=[O:14]. The catalyst class is: 5.